Dataset: Full USPTO retrosynthesis dataset with 1.9M reactions from patents (1976-2016). Task: Predict the reactants needed to synthesize the given product. Given the product [Cl:34][C:31]1[CH:30]=[CH:29][C:28]([CH:26]([OH:27])[CH2:25][NH:24][C:16](=[O:17])[O:18][C:19]([CH3:20])([CH3:21])[CH3:22])=[CH:33][CH:32]=1, predict the reactants needed to synthesize it. The reactants are: C(N(CC)CC)C.[C:16](O[C:16]([O:18][C:19]([CH3:22])([CH3:21])[CH3:20])=[O:17])([O:18][C:19]([CH3:22])([CH3:21])[CH3:20])=[O:17].Cl.[NH2:24][CH2:25][CH:26]([C:28]1[CH:33]=[CH:32][C:31]([Cl:34])=[CH:30][CH:29]=1)[OH:27].